Dataset: Full USPTO retrosynthesis dataset with 1.9M reactions from patents (1976-2016). Task: Predict the reactants needed to synthesize the given product. (1) Given the product [C:30]([O:34][C:35]([N:37]1[CH2:42][CH2:41][CH:40]([CH2:43][C:44](=[O:45])[CH2:10][C:9](=[O:11])[C:12]2[CH:17]=[CH:16][N:15]=[CH:14][CH:13]=2)[CH2:39][CH2:38]1)=[O:36])([CH3:33])([CH3:32])[CH3:31], predict the reactants needed to synthesize it. The reactants are: C([N-]C(C)C)(C)C.[Li+].[C:9]([C:12]1[CH:17]=[CH:16][N:15]=[CH:14][CH:13]=1)(=[O:11])[CH3:10].C(N1C=CN=C1)(N1C=CN=C1)=O.[C:30]([O:34][C:35]([N:37]1[CH2:42][CH2:41][CH:40]([CH2:43][C:44](O)=[O:45])[CH2:39][CH2:38]1)=[O:36])([CH3:33])([CH3:32])[CH3:31]. (2) Given the product [Cl:31][CH2:32][CH2:33][S:34]([N:1]1[CH2:6][CH2:5][CH:4]([C:7]2[C:15]3[C:10](=[C:11]([C:21]([NH2:23])=[O:22])[CH:12]=[C:13]([C:16]4[CH:20]=[CH:19][S:18][CH:17]=4)[CH:14]=3)[NH:9][CH:8]=2)[CH2:3][CH2:2]1)(=[O:36])=[O:35], predict the reactants needed to synthesize it. The reactants are: [NH:1]1[CH2:6][CH2:5][CH:4]([C:7]2[C:15]3[C:10](=[C:11]([C:21]([NH2:23])=[O:22])[CH:12]=[C:13]([C:16]4[CH:20]=[CH:19][S:18][CH:17]=4)[CH:14]=3)[NH:9][CH:8]=2)[CH2:3][CH2:2]1.C(N(CC)CC)C.[Cl:31][CH2:32][CH2:33][S:34](Cl)(=[O:36])=[O:35].